From a dataset of Reaction yield outcomes from USPTO patents with 853,638 reactions. Predict the reaction yield, written as a fraction of the theoretical maximum amount of product (1.0 means a 100% yield; for example, 0.34 means a 34% yield). (1) The reactants are [CH3:1][C:2]1([CH3:20])[O:7][C:6](=[O:8])[NH:5][C:4]2[CH:9]=[CH:10][C:11]([C:13]3[NH:14][C:15]([C:18]#[N:19])=[CH:16][CH:17]=3)=[CH:12][C:3]1=2.C1C(=O)N([Br:28])C(=O)C1.O. The catalyst is C1COCC1. The product is [Br:28][C:17]1[CH:16]=[C:15]([C:18]#[N:19])[NH:14][C:13]=1[C:11]1[CH:10]=[CH:9][C:4]2[NH:5][C:6](=[O:8])[O:7][C:2]([CH3:20])([CH3:1])[C:3]=2[CH:12]=1. The yield is 0.0500. (2) The reactants are Cl[C:2]1[N:10]=[C:9]2[C:5]([N:6]=[CH:7][NH:8]2)=[C:4]([N:11]2[CH2:16][CH2:15][O:14][CH2:13][CH2:12]2)[N:3]=1.[CH3:17][O:18][C:19]1[CH:20]=[C:21]([CH2:27][CH2:28][NH2:29])[CH:22]=[CH:23][C:24]=1[O:25][CH3:26]. The catalyst is CO. The product is [CH3:17][O:18][C:19]1[CH:20]=[C:21]([CH2:27][CH2:28][NH:29][C:2]2[N:10]=[C:9]3[C:5]([N:6]=[CH:7][NH:8]3)=[C:4]([N:11]3[CH2:16][CH2:15][O:14][CH2:13][CH2:12]3)[N:3]=2)[CH:22]=[CH:23][C:24]=1[O:25][CH3:26]. The yield is 0.740. (3) The reactants are [C:1]([O-:4])([O-])=[O:2].[K+].[K+].[CH2:7]([CH:9]1[O:11][CH2:10]1)Br.[CH:12]([NH2:15])([CH3:14])[CH3:13]. The product is [OH:11][CH2:10][CH:9]1[O:4][C:1](=[O:2])[N:15]([CH:12]([CH3:14])[CH3:13])[CH2:7]1. The catalyst is CO. The yield is 0.384. (4) The reactants are [Cl:1][C:2]([O:4][C:5]1[CH:10]=[CH:9][C:8]([N+:11]([O-:13])=[O:12])=[CH:7][CH:6]=1)=[O:3].[N:14]1([CH2:19][CH2:20][CH2:21][OH:22])[CH2:18][CH2:17][CH2:16][CH2:15]1. The catalyst is C(OCC)C. The product is [ClH:1].[C:2](=[O:3])([O:22][CH2:21][CH2:20][CH2:19][N:14]1[CH2:18][CH2:17][CH2:16][CH2:15]1)[O:4][C:5]1[CH:6]=[CH:7][C:8]([N+:11]([O-:13])=[O:12])=[CH:9][CH:10]=1. The yield is 0.530. (5) The reactants are C[O:2][C:3](=[O:11])[C:4]1[CH:9]=[CH:8][C:7](Cl)=[N:6][CH:5]=1.C([O-])([O-])=O.[Cs+].[Cs+].[CH3:18][O:19][C:20]1[CH:25]=[CH:24][C:23](B(O)O)=[CH:22][CH:21]=1.[OH-].[Na+].Cl. The catalyst is COCCOC.CCO.O.Cl[Pd](Cl)([P](C1C=CC=CC=1)(C1C=CC=CC=1)C1C=CC=CC=1)[P](C1C=CC=CC=1)(C1C=CC=CC=1)C1C=CC=CC=1. The product is [CH3:18][O:19][C:20]1[CH:25]=[CH:24][C:23]([C:7]2[CH:8]=[CH:9][C:4]([C:3]([OH:2])=[O:11])=[CH:5][N:6]=2)=[CH:22][CH:21]=1. The yield is 0.500. (6) The reactants are C(N(CC)CC)C.[Br:8][C:9]1[CH:14]=[CH:13][C:12]([N:15]([CH2:27][CH2:28][OH:29])[C:16]([C:18]2[C:19]([Cl:26])=[N:20][C:21]([CH3:25])=[N:22][C:23]=2Cl)=[O:17])=[CH:11][CH:10]=1. The catalyst is C(#N)C. The product is [Br:8][C:9]1[CH:14]=[CH:13][C:12]([N:15]2[C:16](=[O:17])[C:18]3[C:19]([Cl:26])=[N:20][C:21]([CH3:25])=[N:22][C:23]=3[O:29][CH2:28][CH2:27]2)=[CH:11][CH:10]=1. The yield is 0.659.